This data is from Full USPTO retrosynthesis dataset with 1.9M reactions from patents (1976-2016). The task is: Predict the reactants needed to synthesize the given product. (1) Given the product [ClH:20].[F:19][C:2]([F:1])([F:18])[O:3][C:4]1[CH:9]=[CH:8][C:7]([C:10]2[N:15]=[CH:14][N:13]=[C:12]([CH2:16][NH2:17])[CH:11]=2)=[CH:6][CH:5]=1, predict the reactants needed to synthesize it. The reactants are: [F:1][C:2]([F:19])([F:18])[O:3][C:4]1[CH:9]=[CH:8][C:7]([C:10]2[N:15]=[CH:14][N:13]=[C:12]([C:16]#[N:17])[CH:11]=2)=[CH:6][CH:5]=1.[ClH:20]. (2) Given the product [Cl:1][C:2]1[CH:7]=[CH:6][C:5]([NH:8][C:9](=[O:14])[C:10]([CH3:13])([CH3:12])[CH3:11])=[C:4]([C:20]#[C:21][CH3:22])[C:3]=1[C:16]([F:19])([F:18])[F:17], predict the reactants needed to synthesize it. The reactants are: [Cl:1][C:2]1[CH:7]=[CH:6][C:5]([NH:8][C:9](=[O:14])[C:10]([CH3:13])([CH3:12])[CH3:11])=[C:4](I)[C:3]=1[C:16]([F:19])([F:18])[F:17].[CH:20]#[C:21][CH3:22]. (3) Given the product [CH:3]1([NH:9][C:10]([CH:12]2[CH2:17][CH2:16][CH2:15][CH:14]([OH:18])[CH2:13]2)=[O:11])[CH2:8][CH2:7][CH2:6][CH2:5][CH2:4]1, predict the reactants needed to synthesize it. The reactants are: [BH4-].[Na+].[CH:3]1([NH:9][C:10]([CH:12]2[CH2:17][CH2:16][CH2:15][C:14](=[O:18])[CH2:13]2)=[O:11])[CH2:8][CH2:7][CH2:6][CH2:5][CH2:4]1. (4) Given the product [CH:11]([C:3]1[CH:4]=[C:5]([CH:9]=[C:10]([CH:22]=[O:23])[C:2]=1[OH:1])[C:6]([OH:8])=[O:7])=[O:21], predict the reactants needed to synthesize it. The reactants are: [OH:1][C:2]1[CH:10]=[CH:9][C:5]([C:6]([OH:8])=[O:7])=[CH:4][CH:3]=1.[CH2:11]1N2CN3CN(C2)CN1C3.[OH2:21].[C:22](O)(C(F)(F)F)=[O:23]. (5) Given the product [Br:11][C:8]1[CH:9]=[CH:10][C:4]2[S:3][C:2]([NH:1][C:15]([NH:14][CH2:12][CH3:13])=[O:16])=[N:6][C:5]=2[CH:7]=1, predict the reactants needed to synthesize it. The reactants are: [NH2:1][C:2]1[S:3][C:4]2[CH:10]=[CH:9][C:8]([Br:11])=[CH:7][C:5]=2[N:6]=1.[CH2:12]([N:14]=[C:15]=[O:16])[CH3:13]. (6) Given the product [C:1]([NH:5][S:6]([C:9]1[CH:14]=[CH:13][CH:12]=[C:11]([C:15]2[N:23]3[C:18]([CH:19]=[N:20][C:21]([NH:70][C:67]4[CH:68]=[CH:69][C:63]5[O:62][C:61]([CH3:60])=[N:65][C:64]=5[CH:66]=4)=[N:22]3)=[CH:17][CH:16]=2)[CH:10]=1)(=[O:7])=[O:8])([CH3:2])([CH3:4])[CH3:3], predict the reactants needed to synthesize it. The reactants are: [C:1]([NH:5][S:6]([C:9]1[CH:14]=[CH:13][CH:12]=[C:11]([C:15]2[N:23]3[C:18]([CH:19]=[N:20][C:21](O)=[N:22]3)=[CH:17][CH:16]=2)[CH:10]=1)(=[O:8])=[O:7])([CH3:4])([CH3:3])[CH3:2].C1C=CC(N(S(C(F)(F)F)(=O)=O)S(C(F)(F)F)(=O)=O)=CC=1.C(N(CC)C(C)C)(C)C.CN(C)C=O.[CH3:60][C:61]1[O:62][C:63]2[CH:69]=[CH:68][C:67]([NH2:70])=[CH:66][C:64]=2[N:65]=1.Cl. (7) Given the product [F:1][C:2]1[C:10]([O:11][C:12]2[C:17]3=[C:18]([CH3:26])[C:19]([O:21][CH2:22][CH:23]([OH:24])[CH2:25][CH2:35][NH:33][S:30]([N:29]([CH3:34])[CH3:28])(=[O:32])=[O:31])=[CH:20][N:16]3[N:15]=[CH:14][N:13]=2)=[CH:9][CH:8]=[C:7]2[C:3]=1[CH:4]=[C:5]([CH3:27])[NH:6]2, predict the reactants needed to synthesize it. The reactants are: [F:1][C:2]1[C:10]([O:11][C:12]2[C:17]3=[C:18]([CH3:26])[C:19]([O:21][CH2:22][CH:23]4[CH2:25][O:24]4)=[CH:20][N:16]3[N:15]=[CH:14][N:13]=2)=[CH:9][CH:8]=[C:7]2[C:3]=1[CH:4]=[C:5]([CH3:27])[NH:6]2.[CH3:28][N:29]([CH3:34])[S:30]([NH2:33])(=[O:32])=[O:31].[C:35](=O)([O-])[O-].[K+].[K+].